This data is from Forward reaction prediction with 1.9M reactions from USPTO patents (1976-2016). The task is: Predict the product of the given reaction. (1) Given the reactants [Cl:1][C:2]1[CH:6]=[N:5][N:4]([CH3:7])[C:3]=1[C:8]1[CH:9]=[C:10]([NH2:16])[CH:11]=[CH:12][C:13]=1[O:14][CH3:15].[F:17][C:18]1[CH:19]=[C:20]([N:24]=[C:25]=[O:26])[CH:21]=[CH:22][CH:23]=1, predict the reaction product. The product is: [Cl:1][C:2]1[CH:6]=[N:5][N:4]([CH3:7])[C:3]=1[C:8]1[CH:9]=[C:10]([NH:16][C:25]([NH:24][C:20]2[CH:21]=[CH:22][CH:23]=[C:18]([F:17])[CH:19]=2)=[O:26])[CH:11]=[CH:12][C:13]=1[O:14][CH3:15]. (2) The product is: [CH3:2][C:3]1([CH3:23])[CH:7]([C:8]2[CH:9]=[CH:10][C:11]([CH3:14])=[CH:12][CH:13]=2)[C:6]2[C:15]([CH3:22])=[C:16]([NH2:21])[C:17]([CH3:20])=[C:18]([CH3:19])[C:5]=2[O:4]1. Given the reactants Cl.[CH3:2][C:3]1([CH3:23])[CH:7]([C:8]2[CH:13]=[CH:12][C:11]([CH3:14])=[CH:10][CH:9]=2)[C:6]2[C:15]([CH3:22])=[C:16]([NH2:21])[C:17]([CH3:20])=[C:18]([CH3:19])[C:5]=2[O:4]1.[NH4+], predict the reaction product.